This data is from Full USPTO retrosynthesis dataset with 1.9M reactions from patents (1976-2016). The task is: Predict the reactants needed to synthesize the given product. (1) The reactants are: [C:1]([O:5][C:6](=[O:25])[NH:7][C:8]1[CH:13]=[C:12]([O:14][CH2:15][C:16]([F:19])([F:18])[F:17])[C:11]([C:20]([F:23])([F:22])[F:21])=[CH:10][C:9]=1[NH2:24])([CH3:4])([CH3:3])[CH3:2].C([O:30][C:31](=O)[CH2:32][C:33]([C:35]1[CH:40]=[CH:39][CH:38]=[C:37]([C:41]2[CH:42]=[N:43][C:44]([CH:48]3[CH2:50][CH2:49]3)=[CH:45][C:46]=2[CH3:47])[CH:36]=1)=[O:34])(C)(C)C. Given the product [C:1]([O:5][C:6](=[O:25])[NH:7][C:8]1[CH:13]=[C:12]([O:14][CH2:15][C:16]([F:18])([F:17])[F:19])[C:11]([C:20]([F:22])([F:23])[F:21])=[CH:10][C:9]=1[NH:24][C:31](=[O:30])[CH2:32][C:33]([C:35]1[CH:40]=[CH:39][CH:38]=[C:37]([C:41]2[CH:42]=[N:43][C:44]([CH:48]3[CH2:49][CH2:50]3)=[CH:45][C:46]=2[CH3:47])[CH:36]=1)=[O:34])([CH3:4])([CH3:2])[CH3:3], predict the reactants needed to synthesize it. (2) The reactants are: Br[C:2]1[CH:3]=[N:4][CH:5]=[C:6]([F:8])[CH:7]=1.C([Mg]Cl)CCC.[C:15]([O:19][C:20]([N:22]1[CH2:26][CH2:25][C@H:24]([CH:27]=[O:28])[CH2:23]1)=[O:21])([CH3:18])([CH3:17])[CH3:16]. Given the product [C:15]([O:19][C:20]([N:22]1[CH2:26][CH2:25][C@H:24]([CH:27]([C:2]2[CH:3]=[N:4][CH:5]=[C:6]([F:8])[CH:7]=2)[OH:28])[CH2:23]1)=[O:21])([CH3:18])([CH3:17])[CH3:16], predict the reactants needed to synthesize it. (3) Given the product [CH3:15][O:16][C:17]([C:19]1[N:23]=[C:22]([C:24]2[CH:29]=[CH:28][C:27]([C:2]#[N:1])=[CH:26][N:25]=2)[N:21]([C:31]2[CH:32]=[N:33][C:34]([O:37][CH3:38])=[CH:35][CH:36]=2)[N:20]=1)=[O:18], predict the reactants needed to synthesize it. The reactants are: [N:1]1C=CC=C[CH:2]=1.FC(F)(F)S(O)(=O)=O.[CH3:15][O:16][C:17]([C:19]1[N:23]=[C:22]([C:24]2[CH:29]=[CH:28][C:27](O)=[CH:26][N:25]=2)[N:21]([C:31]2[CH:32]=[N:33][C:34]([O:37][CH3:38])=[CH:35][CH:36]=2)[N:20]=1)=[O:18]. (4) Given the product [Cl:38][C:32]1[CH:33]=[C:34]([F:37])[CH:35]=[CH:36][C:31]=1[N:16]([CH2:15][O:14][C:12]([O:11][C@@H:10]([CH3:39])[C:9]([OH:40])=[O:8])=[O:13])[S:17]([CH:20]1[CH2:21][CH2:22][CH2:23][CH:24]=[C:25]1[C:26]([O:28][CH2:29][CH3:30])=[O:27])(=[O:18])=[O:19], predict the reactants needed to synthesize it. The reactants are: C([O:8][C:9](=[O:40])[C@H:10]([CH3:39])[O:11][C:12]([O:14][CH2:15][N:16]([C:31]1[CH:36]=[CH:35][C:34]([F:37])=[CH:33][C:32]=1[Cl:38])[S:17]([CH:20]1[C:25]([C:26]([O:28][CH2:29][CH3:30])=[O:27])=[CH:24][CH2:23][CH2:22][CH2:21]1)(=[O:19])=[O:18])=[O:13])C1C=CC=CC=1. (5) Given the product [Br:26][C:27]1[CH:28]=[C:29]([F:36])[C:30]([CH2:34][S:23][C:14]2[N:15]([C:16]3[CH:21]=[CH:20][C:19]([F:22])=[CH:18][CH:17]=3)[C:11]([C:8]([C:5]3[CH:6]=[CH:7][C:2]([Cl:1])=[C:3]([O:24][CH3:25])[CH:4]=3)([CH3:10])[CH3:9])=[CH:12][N:13]=2)=[C:31]([F:33])[CH:32]=1, predict the reactants needed to synthesize it. The reactants are: [Cl:1][C:2]1[CH:7]=[CH:6][C:5]([C:8]([C:11]2[N:15]([C:16]3[CH:21]=[CH:20][C:19]([F:22])=[CH:18][CH:17]=3)[C:14]([SH:23])=[N:13][CH:12]=2)([CH3:10])[CH3:9])=[CH:4][C:3]=1[O:24][CH3:25].[Br:26][C:27]1[CH:28]=[C:29]([F:36])[C:30]([CH2:34]Br)=[C:31]([F:33])[CH:32]=1.C(=O)([O-])[O-].[K+].[K+]. (6) Given the product [CH3:44][S:45]([O:28][CH2:27][C:26]([N:23]1[CH2:24][CH2:25][N:20]([C:10]2[N:9]=[C:8]([N:7]3[C:6]4[CH:30]=[CH:31][CH:32]=[C:33]([O:34][CH3:35])[C:5]=4[N:4]=[C:3]3[CH:2]([F:1])[F:36])[N:13]=[C:12]([N:14]3[CH2:15][CH2:16][O:17][CH2:18][CH2:19]3)[N:11]=2)[CH2:21][CH2:22]1)=[O:29])(=[O:47])=[O:46], predict the reactants needed to synthesize it. The reactants are: [F:1][CH:2]([F:36])[C:3]1[N:7]([C:8]2[N:13]=[C:12]([N:14]3[CH2:19][CH2:18][O:17][CH2:16][CH2:15]3)[N:11]=[C:10]([N:20]3[CH2:25][CH2:24][N:23]([C:26](=[O:29])[CH2:27][OH:28])[CH2:22][CH2:21]3)[N:9]=2)[C:6]2[CH:30]=[CH:31][CH:32]=[C:33]([O:34][CH3:35])[C:5]=2[N:4]=1.CCN(CC)CC.[CH3:44][S:45](Cl)(=[O:47])=[O:46]. (7) Given the product [Br:23][C:3]1[N:2]([CH3:1])[C:6]2[N:7]=[CH:8][N:9]([CH2:12][C:13]([F:15])([F:16])[F:14])[C:10](=[O:11])[C:5]=2[C:4]=1[C:17]1[CH:18]=[N:19][CH:20]=[CH:21][CH:22]=1, predict the reactants needed to synthesize it. The reactants are: [CH3:1][N:2]1[C:6]2[N:7]=[CH:8][N:9]([CH2:12][C:13]([F:16])([F:15])[F:14])[C:10](=[O:11])[C:5]=2[C:4]([C:17]2[CH:18]=[N:19][CH:20]=[CH:21][CH:22]=2)=[CH:3]1.[Br:23]Br.C(=O)(O)[O-].[Na+].S([O-])([O-])(=O)=S.[Na+].[Na+]. (8) Given the product [C@@H:11]1([N:19]2[CH:26]=[CH:25][C:23](=[O:24])[NH:22][C:20]2=[O:21])[O:18][C@H:15]([CH2:16][OH:17])[C@@H:13]([OH:14])[C@H:12]1[OH:28], predict the reactants needed to synthesize it. The reactants are: N1C(N)=C2C(N=CN2)=NC=1.[C@@H:11]1([N:19]2[CH:26]=[CH:25][C:23](=[O:24])[NH:22][C:20]2=[O:21])[O:18][C@H:15]([CH2:16][OH:17])[C@@H:13]([OH:14])[CH2:12]1.P([O-])([O-])([O-])=[O:28]. (9) Given the product [CH2:1]([O:3][C:4]([N:6]1[CH2:11][CH2:10][CH:9]([C:12]2[C:20]3[C:15](=[CH:16][CH:17]=[CH:18][CH:19]=3)[N:14]([CH2:22][C:23]3[CH:27]=[CH:26][O:25][CH:24]=3)[CH:13]=2)[CH2:8][CH2:7]1)=[O:5])[CH3:2], predict the reactants needed to synthesize it. The reactants are: [CH2:1]([O:3][C:4]([N:6]1[CH2:11][CH2:10][CH:9]([C:12]2[C:20]3[C:15](=[CH:16][CH:17]=[CH:18][CH:19]=3)[NH:14][CH:13]=2)[CH2:8][CH2:7]1)=[O:5])[CH3:2].Br[CH2:22][C:23]1[CH:27]=[CH:26][O:25][CH:24]=1. (10) Given the product [C:10]1([C:8]([C:5]2[N:4]=[CH:3][C:2]([C:40]3[NH:36][C:37]([C:41]4[CH:42]=[N:43][CH:44]=[CH:45][CH:46]=4)=[N:38][CH:39]=3)=[CH:7][N:6]=2)=[O:9])[CH:15]=[CH:14][CH:13]=[CH:12][CH:11]=1, predict the reactants needed to synthesize it. The reactants are: Br[C:2]1[CH:3]=[N:4][C:5]([C:8]([C:10]2[CH:15]=[CH:14][CH:13]=[CH:12][CH:11]=2)=[O:9])=[N:6][CH:7]=1.BrC1C=NC(C2C=CC=CC=2)=NC=1.C([N:36]1[CH:40]=[CH:39][N:38]=[C:37]1[C:41]1[CH:42]=[N:43][CH:44]=[CH:45][CH:46]=1)C1C=CC=CC=1.